Dataset: Forward reaction prediction with 1.9M reactions from USPTO patents (1976-2016). Task: Predict the product of the given reaction. (1) The product is: [CH3:1][C:2]1[CH:3]=[C:4]([C:8]([OH:10])([CH3:11])[CH3:9])[N:5]=[N:6][CH:7]=1. Given the reactants [CH3:1][C:2]1[CH:3]=[C:4]([C:8](=[O:10])[CH3:9])[N:5]=[N:6][CH:7]=1.[CH3:11][Mg]Br.C(OCC)C.C(O)(=O)CC(CC(O)=O)(C(O)=O)O, predict the reaction product. (2) The product is: [OH:33][C@@H:32]([CH:24]1[CH2:25][C:26]2[C:31](=[CH:30][CH:29]=[CH:28][CH:27]=2)[CH2:23]1)[CH2:34][N:8]1[CH2:12][CH2:11][C@H:10]([S:13]([C:16]2[CH:21]=[CH:20][C:19]([OH:22])=[CH:18][CH:17]=2)(=[O:15])=[O:14])[CH2:9]1. Given the reactants FC(F)(F)C(O)=O.[NH:8]1[CH2:12][CH2:11][C@H:10]([S:13]([C:16]2[CH:21]=[CH:20][C:19]([OH:22])=[CH:18][CH:17]=2)(=[O:15])=[O:14])[CH2:9]1.[CH2:23]1[C:31]2[C:26](=[CH:27][CH:28]=[CH:29][CH:30]=2)[CH2:25][CH:24]1[CH:32]1[CH2:34][O:33]1, predict the reaction product.